This data is from Full USPTO retrosynthesis dataset with 1.9M reactions from patents (1976-2016). The task is: Predict the reactants needed to synthesize the given product. (1) Given the product [Cl:40][C:18]1[CH:19]=[CH:20][C:21]([C:23]2[CH2:27][C:26]([C:32]3[CH:37]=[C:36]([Cl:38])[CH:35]=[C:34]([Cl:39])[CH:33]=3)([C:28]([F:30])([F:29])[F:31])[O:25][N:24]=2)=[CH:22][C:17]=1[NH:9][NH:8][C:6](=[O:7])[CH2:5][CH2:4][CH2:3][C:2]([F:42])([F:41])[F:1], predict the reactants needed to synthesize it. The reactants are: [F:1][C:2]([F:42])([F:41])[CH2:3][CH2:4][CH2:5][C:6]([NH:8][N:9]([C:17]1[CH:22]=[C:21]([C:23]2[CH2:27][C:26]([C:32]3[CH:37]=[C:36]([Cl:38])[CH:35]=[C:34]([Cl:39])[CH:33]=3)([C:28]([F:31])([F:30])[F:29])[O:25][N:24]=2)[CH:20]=[CH:19][C:18]=1[Cl:40])C(OC(C)(C)C)=O)=[O:7].FC(F)(F)C(O)=O. (2) Given the product [CH2:17]([O:16][C:14]([N:7]1[CH2:8][CH2:9][C:4]([CH2:3][CH2:2][OH:1])([CH2:10][CH2:11][OH:12])[CH2:5][CH2:6]1)=[O:15])[C:18]1[CH:23]=[CH:22][CH:21]=[CH:20][CH:19]=1, predict the reactants needed to synthesize it. The reactants are: [OH:1][CH2:2][CH2:3][C:4]1([CH2:10][CH2:11][OH:12])[CH2:9][CH2:8][NH:7][CH2:6][CH2:5]1.Cl[C:14]([O:16][CH2:17][C:18]1[CH:23]=[CH:22][CH:21]=[CH:20][CH:19]=1)=[O:15].C(N(CC)CC)C. (3) Given the product [NH:32]([C:2]1[C:10]2[O:9][CH2:8][C@@H:7]([N:11]([C:26](=[O:31])[C:27]([F:30])([F:29])[F:28])[C:12]3[CH:25]=[CH:24][C:15]4[C@H:16]([CH2:19][C:20]([O:22][CH3:23])=[O:21])[CH2:17][O:18][C:14]=4[CH:13]=3)[C:6]=2[CH:5]=[CH:4][CH:3]=1)[C:33]1[CH:38]=[CH:37][CH:36]=[CH:35][CH:34]=1, predict the reactants needed to synthesize it. The reactants are: Br[C:2]1[C:10]2[O:9][CH2:8][C@@H:7]([N:11]([C:26](=[O:31])[C:27]([F:30])([F:29])[F:28])[C:12]3[CH:25]=[CH:24][C:15]4[C@H:16]([CH2:19][C:20]([O:22][CH3:23])=[O:21])[CH2:17][O:18][C:14]=4[CH:13]=3)[C:6]=2[CH:5]=[CH:4][CH:3]=1.[NH2:32][C:33]1[CH:38]=[CH:37][CH:36]=[CH:35][CH:34]=1.C(=O)([O-])[O-].[Cs+].[Cs+].C1(P(C2C=CC=CC=2)C2C3OC4C(=CC=CC=4P(C4C=CC=CC=4)C4C=CC=CC=4)C(C)(C)C=3C=CC=2)C=CC=CC=1. (4) Given the product [CH2:26]([N:11]([S:8]([C:5]1[CH:4]=[CH:3][C:2]([F:1])=[CH:7][CH:6]=1)(=[O:9])=[O:10])[C@@H:12]([CH:17]([OH:19])[CH3:18])[C:13]([O:15][CH3:16])=[O:14])[CH3:27], predict the reactants needed to synthesize it. The reactants are: [F:1][C:2]1[CH:7]=[CH:6][C:5]([S:8]([NH:11][C@@H:12]([CH:17]([OH:19])[CH3:18])[C:13]([O:15][CH3:16])=[O:14])(=[O:10])=[O:9])=[CH:4][CH:3]=1.C([O-])([O-])=O.[K+].[K+].[CH2:26](I)[CH3:27]. (5) Given the product [Br:1][C:2]1[CH:14]=[CH:13][C:12]2[C:11]3[C:6](=[CH:7][C:8]([Br:15])=[CH:9][CH:10]=3)[C:5]([CH2:12][CH2:13][CH2:14][CH2:2][CH:3]=[CH2:4])([CH2:17][CH2:18][CH2:19][CH2:20][CH:21]=[CH2:22])[C:4]=2[CH:3]=1, predict the reactants needed to synthesize it. The reactants are: [Br:1][C:2]1[CH:14]=[CH:13][C:12]2[C:11]3[C:6](=[CH:7][C:8]([Br:15])=[CH:9][CH:10]=3)[CH2:5][C:4]=2[CH:3]=1.Br[CH2:17][CH2:18][CH2:19][CH2:20][CH:21]=[CH2:22]. (6) Given the product [Cl:17][C:13]1[N:14]=[CH:15][CH:16]=[C:11]2[C:10]([CH2:18][CH2:19][O:20][C:21]3[CH:22]=[CH:23][C:24]([O:27][C:28]([F:30])([F:29])[F:31])=[CH:25][CH:26]=3)=[C:9]([C:32]([OH:34])=[O:33])[NH:8][C:12]=12.[C:39]([OH:45])([C:41]([F:44])([F:43])[F:42])=[O:40], predict the reactants needed to synthesize it. The reactants are: C(OC([N:8]1[C:12]2=[C:13]([Cl:17])[N:14]=[CH:15][CH:16]=[C:11]2[C:10]([CH2:18][CH2:19][O:20][C:21]2[CH:26]=[CH:25][C:24]([O:27][C:28]([F:31])([F:30])[F:29])=[CH:23][CH:22]=2)=[C:9]1[C:32]([OH:34])=[O:33])=O)(C)(C)C.O.CSC.[C:39]([OH:45])([C:41]([F:44])([F:43])[F:42])=[O:40]. (7) Given the product [CH2:39]([O:38][C:31]1[CH:32]=[C:33]([CH:34]=[CH:9][C:10]([O:12][CH2:13][CH3:14])=[O:11])[CH:36]=[CH:37][C:30]=1[O:29][CH2:22][C:23]1[CH:28]=[CH:27][CH:26]=[CH:25][CH:24]=1)[CH3:40], predict the reactants needed to synthesize it. The reactants are: C(OP([CH2:9][C:10]([O:12][CH2:13][CH3:14])=[O:11])(OCC)=O)C.O1CCCC1.[H-].[Na+].[CH2:22]([O:29][C:30]1[CH:37]=[CH:36][C:33]([CH:34]=O)=[CH:32][C:31]=1[O:38][CH2:39][CH3:40])[C:23]1[CH:28]=[CH:27][CH:26]=[CH:25][CH:24]=1. (8) Given the product [F:1][C:2]([F:27])([F:26])[C:3]1[CH:4]=[C:5]([NH:9][C:10]([C:12]2[CH:13]=[C:14]3[C:19](=[CH:20][CH:21]=2)[C:18]([N:22]([CH3:24])[CH3:23])=[N:17][N:16]=[C:15]3[C:28]#[N:29])=[O:11])[CH:6]=[CH:7][CH:8]=1, predict the reactants needed to synthesize it. The reactants are: [F:1][C:2]([F:27])([F:26])[C:3]1[CH:4]=[C:5]([NH:9][C:10]([C:12]2[CH:13]=[C:14]3[C:19](=[CH:20][CH:21]=2)[C:18]([N:22]([CH3:24])[CH3:23])=[N:17][N:16]=[C:15]3I)=[O:11])[CH:6]=[CH:7][CH:8]=1.[C:28]([Cu])#[N:29]. (9) The reactants are: Cl[C:2]1[N:3]=[C:4]([S:13][CH3:14])[N:5]=[N:6][C:7]=1[C:8]([O:10][CH2:11][CH3:12])=[O:9].[NH2:15][C:16]1[CH:21]=[CH:20][C:19]([CH3:22])=[CH:18][CH:17]=1.CCN(C(C)C)C(C)C.CCOC(C)=O. Given the product [CH3:14][S:13][C:4]1[N:5]=[N:6][C:7]([C:8]([O:10][CH2:11][CH3:12])=[O:9])=[C:2]([NH:15][C:16]2[CH:21]=[CH:20][C:19]([CH3:22])=[CH:18][CH:17]=2)[N:3]=1, predict the reactants needed to synthesize it. (10) Given the product [C:36]([N:4]1[CH2:5][CH2:6][N:1]([C:7]2[CH:8]=[CH:9][C:10]([NH:13][C:14]([C:16]3[O:17][C:18]4[C:23]([C:24](=[O:26])[CH:25]=3)=[CH:22][C:21]([O:27][CH3:28])=[CH:20][C:19]=4[N:29]3[CH2:30][CH2:31][N:32]([CH3:35])[CH2:33][CH2:34]3)=[O:15])=[CH:11][CH:12]=2)[CH2:2][CH2:3]1)(=[O:39])[CH2:37][CH3:38], predict the reactants needed to synthesize it. The reactants are: [N:1]1([C:7]2[CH:12]=[CH:11][C:10]([NH:13][C:14]([C:16]3[O:17][C:18]4[C:23]([C:24](=[O:26])[CH:25]=3)=[CH:22][C:21]([O:27][CH3:28])=[CH:20][C:19]=4[N:29]3[CH2:34][CH2:33][N:32]([CH3:35])[CH2:31][CH2:30]3)=[O:15])=[CH:9][CH:8]=2)[CH2:6][CH2:5][NH:4][CH2:3][CH2:2]1.[C:36](Cl)(=[O:39])[CH2:37][CH3:38].